Task: Predict the reaction yield, written as a fraction of the theoretical maximum amount of product (1.0 means a 100% yield; for example, 0.34 means a 34% yield).. Dataset: Reaction yield outcomes from USPTO patents with 853,638 reactions (1) The yield is 0.710. The catalyst is CN1CCCC1=O. The reactants are Cl[C:2]1[N:7]([CH3:8])[C:6](=[O:9])[CH:5]=[C:4]([C:10]2[CH:15]=[CH:14][N:13]=[CH:12][N:11]=2)[N:3]=1.[CH3:16][C@H:17]1[NH:22][CH2:21][CH2:20][N:19]([C:23]([O:25][C:26]([CH3:29])([CH3:28])[CH3:27])=[O:24])[CH2:18]1.C(N(CC)CC)C. The product is [C:26]([O:25][C:23]([N:19]1[CH2:20][CH2:21][N:22]([C:2]2[N:7]([CH3:8])[C:6](=[O:9])[CH:5]=[C:4]([C:10]3[CH:15]=[CH:14][N:13]=[CH:12][N:11]=3)[N:3]=2)[C@H:17]([CH3:16])[CH2:18]1)=[O:24])([CH3:29])([CH3:27])[CH3:28]. (2) The reactants are [CH3:1][O:2][C:3]([C:5]1[CH:6]=[C:7]([Cl:25])[CH:8]=[C:9]2[C:14]=1[NH:13][CH:12]([C:15]1[CH:20]=[CH:19][CH:18]=[C:17]([Br:21])[CH:16]=1)[C:11]([CH3:23])([CH3:22])[CH:10]2O)=[O:4].C([SiH](CC)CC)C. The catalyst is FC(F)(F)C(O)=O. The product is [CH3:1][O:2][C:3]([C:5]1[CH:6]=[C:7]([Cl:25])[CH:8]=[C:9]2[C:14]=1[NH:13][CH:12]([C:15]1[CH:20]=[CH:19][CH:18]=[C:17]([Br:21])[CH:16]=1)[C:11]([CH3:22])([CH3:23])[CH2:10]2)=[O:4]. The yield is 0.410. (3) The reactants are [Cl:1][C:2]1[CH:7]=[C:6]([CH2:8][N:9]2[CH2:13][CH2:12][CH2:11][CH2:10]2)[CH:5]=[CH:4][C:3]=1[CH2:14][C:15](N1CCCC1)=[O:16].Cl.[O:23]1CCOCC1. No catalyst specified. The product is [Cl:1][C:2]1[CH:7]=[C:6]([CH2:8][N:9]2[CH2:10][CH2:11][CH2:12][CH2:13]2)[CH:5]=[CH:4][C:3]=1[CH2:14][C:15]([OH:16])=[O:23]. The yield is 0.250. (4) The reactants are [NH2:1][C:2]1[CH:3]=[C:4]([SH:8])[CH:5]=[CH:6][CH:7]=1.[F:9][C:10]([F:23])([O:14][C:15]1[CH:16]=[C:17]([CH:20]=[CH:21][CH:22]=1)[CH:18]=O)[CH:11]([F:13])[F:12].C(O)(=O)C.[BH-](OC(C)=O)(OC(C)=O)OC(C)=O.[Na+]. The catalyst is ClC(Cl)C. The product is [F:9][C:10]([F:23])([O:14][C:15]1[CH:16]=[C:17]([CH2:18][NH:1][C:2]2[CH:3]=[C:4]([SH:8])[CH:5]=[CH:6][CH:7]=2)[CH:20]=[CH:21][CH:22]=1)[CH:11]([F:12])[F:13]. The yield is 0.720.